From a dataset of Full USPTO retrosynthesis dataset with 1.9M reactions from patents (1976-2016). Predict the reactants needed to synthesize the given product. (1) Given the product [CH2:14]([C:16]1[CH:26]=[C:25]([C:27]([F:28])([F:29])[F:30])[C:19]([C:20]([O:22][CH2:23][CH3:24])=[O:21])=[C:18](/[CH:31]=[CH:5]/[C:3]([O:2][CH3:1])=[O:4])[CH:17]=1)[CH3:15], predict the reactants needed to synthesize it. The reactants are: [CH3:1][O:2][C:3]([CH2:5]P(OC)(OC)=O)=[O:4].[H-].[Na+].[CH2:14]([C:16]1[CH:26]=[C:25]([C:27]([F:30])([F:29])[F:28])[C:19]([C:20]([O:22][CH2:23][CH3:24])=[O:21])=[C:18]([CH:31]=O)[CH:17]=1)[CH3:15]. (2) Given the product [F:1][C:2]1[CH:3]=[C:4]([CH:5]=[C:6]([F:8])[CH:7]=1)[O:9][CH:13]1[CH2:14][CH2:15][O:10][CH2:11][CH2:12]1, predict the reactants needed to synthesize it. The reactants are: [F:1][C:2]1[CH:3]=[C:4]([OH:9])[CH:5]=[C:6]([F:8])[CH:7]=1.[O:10]1[CH2:15][CH2:14][CH:13](O)[CH2:12][CH2:11]1.C1(P(C2C=CC=CC=2)C2C=CC=CC=2)C=CC=CC=1.CC(OC(/N=N/C(OC(C)C)=O)=O)C.